Dataset: Reaction yield outcomes from USPTO patents with 853,638 reactions. Task: Predict the reaction yield, written as a fraction of the theoretical maximum amount of product (1.0 means a 100% yield; for example, 0.34 means a 34% yield). (1) The reactants are [Br:1][CH2:2][C:3]([C:5]1[C:13]2[C:12](=[O:14])[N:11]([CH2:15][O:16][CH2:17][CH2:18][Si:19]([CH3:22])([CH3:21])[CH3:20])[N:10]=[CH:9][C:8]=2[N:7]([CH2:23][O:24][CH2:25][CH2:26][Si:27]([CH3:30])([CH3:29])[CH3:28])[CH:6]=1)=[O:4].[BH4-].[Na+].C(=O)([O-])O.[Na+]. The catalyst is O1CCCC1. The product is [Br:1][CH2:2][CH:3]([C:5]1[C:13]2[C:12](=[O:14])[N:11]([CH2:15][O:16][CH2:17][CH2:18][Si:19]([CH3:22])([CH3:20])[CH3:21])[N:10]=[CH:9][C:8]=2[N:7]([CH2:23][O:24][CH2:25][CH2:26][Si:27]([CH3:30])([CH3:29])[CH3:28])[CH:6]=1)[OH:4]. The yield is 0.850. (2) The reactants are N(C(OC(C)C)=O)=NC(OC(C)C)=O.[NH:15]1[C:20]2[CH:21]=[CH:22][CH:23]=[CH:24][C:19]=2[C:18](=[O:25])[O:17][C:16]1=[O:26].[CH3:27][CH:28]([CH3:32])[CH2:29][CH2:30]O.C1(P(C2C=CC=CC=2)C2C=CC=CC=2)C=CC=CC=1. The catalyst is ClCCl. The product is [CH3:27][CH:28]([CH3:32])[CH2:29][CH2:30][N:15]1[C:20]2[CH:21]=[CH:22][CH:23]=[CH:24][C:19]=2[C:18](=[O:25])[O:17][C:16]1=[O:26]. The yield is 0.690.